This data is from Forward reaction prediction with 1.9M reactions from USPTO patents (1976-2016). The task is: Predict the product of the given reaction. The product is: [Br:8][C:21]1[S:20][C:19]([C:12]2[C:13]([CH2:17][CH3:18])=[CH:14][CH:15]=[CH:16][C:11]=2[CH2:9][CH3:10])=[N:23][C:22]=1[CH3:24]. Given the reactants C1C(=O)N([Br:8])C(=O)C1.[CH2:9]([C:11]1[CH:16]=[CH:15][CH:14]=[C:13]([CH2:17][CH3:18])[C:12]=1[C:19]1[S:20][CH:21]=[C:22]([CH3:24])[N:23]=1)[CH3:10], predict the reaction product.